This data is from Forward reaction prediction with 1.9M reactions from USPTO patents (1976-2016). The task is: Predict the product of the given reaction. (1) Given the reactants [Cl:1][C:2]1[CH:3]=[CH:4][C:5]2[N:11]3[CH:12]=[CH:13][CH:14]=[C:10]3[C@@H:9]([CH2:15][CH2:16][N:17]3[N:21]=[N:20][C:19]([CH2:22][O:23][C:24]([CH3:30])([CH3:29])[C:25]([O:27]C)=[O:26])=[N:18]3)[O:8][C@H:7]([C:31]3[CH:36]=[CH:35][CH:34]=[C:33]([O:37][CH3:38])[C:32]=3[O:39][CH3:40])[C:6]=2[CH:41]=1.C(=O)([O-])[O-].[K+].[K+], predict the reaction product. The product is: [Cl:1][C:2]1[CH:3]=[CH:4][C:5]2[N:11]3[CH:12]=[CH:13][CH:14]=[C:10]3[C@@H:9]([CH2:15][CH2:16][N:17]3[N:21]=[N:20][C:19]([CH2:22][O:23][C:24]([CH3:30])([CH3:29])[C:25]([OH:27])=[O:26])=[N:18]3)[O:8][C@H:7]([C:31]3[CH:36]=[CH:35][CH:34]=[C:33]([O:37][CH3:38])[C:32]=3[O:39][CH3:40])[C:6]=2[CH:41]=1. (2) Given the reactants [F:1][C:2]1[CH:7]=[CH:6][C:5]([C:8]([N:10]2[CH2:15][CH2:14][C:13]([CH2:17][N:18]3[C:23](=[O:24])[C:22]4[CH:25]=[N:26][N:27]([C:28]5[CH:36]=[CH:35][C:31]([C:32]([OH:34])=[O:33])=[CH:30][CH:29]=5)[C:21]=4[N:20]=[CH:19]3)([OH:16])[CH2:12][CH2:11]2)=[O:9])=[CH:4][CH:3]=1.F[C:38]1C=CC(C(N2CCC3(OC3)CC2)=O)=CC=1.O=C1NC=NC2N(C3C=CC(C(O)=O)=CC=3)N=CC1=2.C(=O)([O-])[O-].[Cs+].[Cs+].IC, predict the reaction product. The product is: [CH3:38][O:33][C:32](=[O:34])[C:31]1[CH:30]=[CH:29][C:28]([N:27]2[C:21]3[N:20]=[CH:19][N:18]([CH2:17][C:13]4([OH:16])[CH2:12][CH2:11][N:10]([C:8](=[O:9])[C:5]5[CH:6]=[CH:7][C:2]([F:1])=[CH:3][CH:4]=5)[CH2:15][CH2:14]4)[C:23](=[O:24])[C:22]=3[CH:25]=[N:26]2)=[CH:36][CH:35]=1.